From a dataset of HIV replication inhibition screening data with 41,000+ compounds from the AIDS Antiviral Screen. Binary Classification. Given a drug SMILES string, predict its activity (active/inactive) in a high-throughput screening assay against a specified biological target. The drug is CCOC(=O)CSc1ccnc(O)n1. The result is 0 (inactive).